Predict the product of the given reaction. From a dataset of Forward reaction prediction with 1.9M reactions from USPTO patents (1976-2016). (1) Given the reactants Cl[C:2]1[N:10]=[C:9]2[C:5]([N:6]=[CH:7][N:8]2[C@@H:11]2[CH2:15][C@H:14]([N:16]3[CH:20]=[C:19]([CH2:21][OH:22])[CH:18]=[N:17]3)[C@@H:13]([OH:23])[C@H:12]2[OH:24])=[C:4]([NH:25][C@H:26]2[CH2:30][CH2:29][CH2:28][C@@H:27]2[OH:31])[N:3]=1.Cl.N[C@H]1C[C@@H](N2C=NC3C2=NC=NC=3NC2CCCC2)[C@H](O)[C@@H]1O, predict the reaction product. The product is: [OH:31][C@H:27]1[CH2:28][CH2:29][CH2:30][C@@H:26]1[NH:25][C:4]1[N:3]=[CH:2][N:10]=[C:9]2[C:5]=1[N:6]=[CH:7][N:8]2[C@@H:11]1[CH2:15][C@H:14]([N:16]2[CH:20]=[C:19]([CH2:21][OH:22])[CH:18]=[N:17]2)[C@@H:13]([OH:23])[C@H:12]1[OH:24]. (2) Given the reactants [CH2:1](Br)[C:2]1[CH:7]=[CH:6][CH:5]=[CH:4][CH:3]=1.[OH:9][C:10]1[CH:11]=[C:12]([CH:17]=[C:18]([O:20][C@@H:21]([CH3:24])[CH2:22][OH:23])[CH:19]=1)[C:13]([O:15][CH3:16])=[O:14].C(=O)([O-])[O-].[K+].[K+].C(OCC)(=O)C, predict the reaction product. The product is: [OH:23][CH2:22][C@@H:21]([O:20][C:18]1[CH:17]=[C:12]([CH:11]=[C:10]([O:9][CH2:1][C:2]2[CH:7]=[CH:6][CH:5]=[CH:4][CH:3]=2)[CH:19]=1)[C:13]([O:15][CH3:16])=[O:14])[CH3:24]. (3) Given the reactants Br[C:2]1[CH:16]=[CH:15][C:5]([CH2:6][NH:7][C:8](=[O:14])[O:9][C:10]([CH3:13])([CH3:12])[CH3:11])=[CH:4][CH:3]=1.[B:17]1([B:17]2[O:21][C:20]([CH3:23])([CH3:22])[C:19]([CH3:25])([CH3:24])[O:18]2)[O:21][C:20]([CH3:23])([CH3:22])[C:19]([CH3:25])([CH3:24])[O:18]1.C([O-])(=O)C.[K+].CS(C)=O, predict the reaction product. The product is: [CH3:24][C:19]1([CH3:25])[C:20]([CH3:23])([CH3:22])[O:21][B:17]([C:2]2[CH:16]=[CH:15][C:5]([CH2:6][NH:7][C:8](=[O:14])[O:9][C:10]([CH3:13])([CH3:12])[CH3:11])=[CH:4][CH:3]=2)[O:18]1. (4) Given the reactants NCC1N2C3C=CC=C(F)C=3C=C2C2N=C([C:21]3[C:22]([N:41]([CH3:46])[S:42]([CH3:45])(=[O:44])=[O:43])=[CH:23][C:24]4[O:28][C:27]([C:29]5[CH:34]=[CH:33][C:32]([F:35])=[CH:31][CH:30]=5)=[C:26]([C:36]([NH:38][CH3:39])=[O:37])[C:25]=4[CH:40]=3)C=CC=2O1.N1C=CC=CC=1.C(Cl)(=O)C, predict the reaction product. The product is: [F:35][C:32]1[CH:33]=[CH:34][C:29]([C:27]2[O:28][C:24]3[CH:23]=[C:22]([N:41]([CH3:46])[S:42]([CH3:45])(=[O:43])=[O:44])[CH:21]=[CH:40][C:25]=3[C:26]=2[C:36]([NH:38][CH3:39])=[O:37])=[CH:30][CH:31]=1. (5) Given the reactants [CH2:1]([O:8][C:9]([N:11]1[CH2:15][C:14](=O)[N:13]=[C:12]1[NH2:17])=[O:10])[C:2]1[CH:7]=[CH:6][CH:5]=[CH:4][CH:3]=1.[Cl:18][C:19]1[CH:26]=[CH:25][CH:24]=[CH:23][C:20]=1[CH2:21]Br.[C:27]([O-])([O-])=O.[K+].[K+], predict the reaction product. The product is: [CH2:1]([O:8][C:9]([N:11]1[CH2:15][C:14](=[CH2:27])[N:13]=[C:12]1[NH:17][CH2:21][C:20]1[CH:23]=[CH:24][CH:25]=[CH:26][C:19]=1[Cl:18])=[O:10])[C:2]1[CH:7]=[CH:6][CH:5]=[CH:4][CH:3]=1. (6) Given the reactants [CH3:1][S:2](Cl)(=[O:4])=[O:3].[Cl:6][C:7]1[C:8]([CH2:16]O)=[N:9][C:10]([S:14][CH3:15])=[N:11][C:12]=1[CH3:13].CCN(CC)CC, predict the reaction product. The product is: [Cl:6][C:7]1[C:12]([CH3:13])=[N:11][C:10]([S:14][CH3:15])=[N:9][C:8]=1[CH2:16][S:2]([CH3:1])(=[O:4])=[O:3]. (7) Given the reactants [F:1][C:2]1[CH:3]=[C:4]([C:8]2[N:13]=[C:12]([NH2:14])[CH:11]=[N:10][C:9]=2[C:15]2[CH:20]=[CH:19][N:18]=[CH:17][CH:16]=2)[CH:5]=[CH:6][CH:7]=1.Br[C:22]1[CH:23]=[N:24][CH:25]=[CH:26][CH:27]=1.CC1(C)C2C=CC=C(P(C3C=CC=CC=3)C3C=CC=CC=3)C=2OC2C1=CC=CC=2P(C1C=CC=CC=1)C1C=CC=CC=1.C(=O)([O-])[O-].[Cs+].[Cs+], predict the reaction product. The product is: [F:1][C:2]1[CH:3]=[C:4]([C:8]2[N:13]=[C:12]([NH:14][C:22]3[CH:23]=[N:24][CH:25]=[CH:26][CH:27]=3)[CH:11]=[N:10][C:9]=2[C:15]2[CH:20]=[CH:19][N:18]=[CH:17][CH:16]=2)[CH:5]=[CH:6][CH:7]=1. (8) Given the reactants [F:1][C:2]1([F:10])[CH2:5][C:4]([CH3:9])([C:6](O)=[O:7])[CH2:3]1.[H-].[H-].[H-].[H-].[Li+].[Al+3], predict the reaction product. The product is: [F:1][C:2]1([F:10])[CH2:5][C:4]([CH2:6][OH:7])([CH3:9])[CH2:3]1. (9) Given the reactants CC(C)([O-])C.[K+].[C:7]([C:9]1[C:10]([NH2:26])=[N:11][C:12]([C:21]2[O:22][CH:23]=[CH:24][CH:25]=2)=[C:13]([C:15]2[CH:20]=[CH:19][N:18]=[CH:17][CH:16]=2)[N:14]=1)#[CH:8], predict the reaction product. The product is: [O:22]1[CH:23]=[CH:24][CH:25]=[C:21]1[C:12]1[N:11]=[C:10]2[NH:26][CH:8]=[CH:7][C:9]2=[N:14][C:13]=1[C:15]1[CH:16]=[CH:17][N:18]=[CH:19][CH:20]=1. (10) Given the reactants C(N=C=NCCCN(C)C)C.ON1C2C=CC=CC=2N=N1.[CH3:22][O:23][C:24]1[CH:25]=[C:26]([CH2:32][CH2:33][CH2:34][C:35]([OH:37])=O)[CH:27]=[CH:28][C:29]=1[O:30][CH3:31].[NH2:38][C:39]1[CH:44]=[CH:43][C:42]([CH2:45][C:46]2[S:61][C:49]3[N:50]([CH2:57][CH:58]([CH3:60])[CH3:59])[C:51](=[O:56])[N:52]([CH3:55])[C:53](=[O:54])[C:48]=3[CH:47]=2)=[CH:41][CH:40]=1, predict the reaction product. The product is: [CH3:22][O:23][C:24]1[CH:25]=[C:26]([CH2:32][CH2:33][CH2:34][C:35]([NH:38][C:39]2[CH:44]=[CH:43][C:42]([CH2:45][C:46]3[S:61][C:49]4[N:50]([CH2:57][CH:58]([CH3:59])[CH3:60])[C:51](=[O:56])[N:52]([CH3:55])[C:53](=[O:54])[C:48]=4[CH:47]=3)=[CH:41][CH:40]=2)=[O:37])[CH:27]=[CH:28][C:29]=1[O:30][CH3:31].